This data is from Reaction yield outcomes from USPTO patents with 853,638 reactions. The task is: Predict the reaction yield, written as a fraction of the theoretical maximum amount of product (1.0 means a 100% yield; for example, 0.34 means a 34% yield). The yield is 0.440. The catalyst is C1COCC1. The reactants are Br[CH2:2][CH2:3][CH2:4][CH2:5][CH2:6][Br:7].[C:8]([O:13][CH2:14][CH3:15])(=[O:12])[CH:9]([CH3:11])[CH3:10].[Li+].CC([N-]C(C)C)C. The product is [Br:7][CH2:6][CH2:5][CH2:4][CH2:3][CH2:2][C:9]([CH3:11])([CH3:10])[C:8]([O:13][CH2:14][CH3:15])=[O:12].